This data is from Reaction yield outcomes from USPTO patents with 853,638 reactions. The task is: Predict the reaction yield, written as a fraction of the theoretical maximum amount of product (1.0 means a 100% yield; for example, 0.34 means a 34% yield). (1) The reactants are C(NC(C)C)(C)C.[H-].[Na+].[C:10]([OH:15])(=[O:14])[CH:11]([CH3:13])[CH3:12].C([Li])CCC.CCCCCC.Br[CH2:28][CH2:29][C:30]1[CH:35]=[CH:34][CH:33]=[CH:32][CH:31]=1. The catalyst is C1COCC1. The product is [CH3:12][C:11]([CH3:13])([CH2:28][CH2:29][C:30]1[CH:35]=[CH:34][CH:33]=[CH:32][CH:31]=1)[C:10]([OH:15])=[O:14]. The yield is 0.210. (2) The reactants are [Cl-].[Ce+3].[Cl-].[Cl-].[BH4-:5].[Na+].[Cl:7][C:8]1[CH:13]=[CH:12][C:11]([PH:14](=O)[C:15]2[CH:20]=[CH:19][C:18]([Cl:21])=[CH:17][CH:16]=2)=[CH:10][CH:9]=1.[H-].[Al+3].[Li+].[H-].[H-].[H-].Cl. The catalyst is C1COCC1.C1(C)C=CC=CC=1. The product is [Cl:21][C:18]1[CH:19]=[CH:20][C:15]([PH:14][C:11]2[CH:12]=[CH:13][C:8]([Cl:7])=[CH:9][CH:10]=2)=[CH:16][CH:17]=1.[BH3:5]. The yield is 0.503.